From a dataset of Catalyst prediction with 721,799 reactions and 888 catalyst types from USPTO. Predict which catalyst facilitates the given reaction. (1) Reactant: [Cl:1][C:2]1[CH:7]=[CH:6][CH:5]=[CH:4][C:3]=1[CH:8]([C:20]1[CH:28]=[CH:27][C:23]([C:24]([OH:26])=O)=[C:22]([F:29])[CH:21]=1)[CH2:9][C:10]([C:12]1[CH:17]=[CH:16][C:15](=[O:18])[N:14]([CH3:19])[CH:13]=1)=[O:11].[CH:30]1([NH2:33])[CH2:32][CH2:31]1.CN([P+](ON1N=NC2C=CC=CC1=2)(N(C)C)N(C)C)C.F[P-](F)(F)(F)(F)F. Product: [Cl:1][C:2]1[CH:7]=[CH:6][CH:5]=[CH:4][C:3]=1[CH:8]([C:20]1[CH:28]=[CH:27][C:23]([C:24]([NH:33][CH:30]2[CH2:32][CH2:31]2)=[O:26])=[C:22]([F:29])[CH:21]=1)[CH2:9][C:10]([C:12]1[CH:17]=[CH:16][C:15](=[O:18])[N:14]([CH3:19])[CH:13]=1)=[O:11]. The catalyst class is: 7. (2) Reactant: [NH2:1][CH:2]([C:6]1[CH:11]=[CH:10][C:9]([O:12][CH3:13])=[CH:8][CH:7]=1)[C:3]([OH:5])=[O:4].[OH-].[Na+].[C:16](O[C:16]([O:18][C:19]([CH3:22])([CH3:21])[CH3:20])=[O:17])([O:18][C:19]([CH3:22])([CH3:21])[CH3:20])=[O:17]. Product: [C:19]([O:18][C:16]([NH:1][CH:2]([C:6]1[CH:11]=[CH:10][C:9]([O:12][CH3:13])=[CH:8][CH:7]=1)[C:3]([OH:5])=[O:4])=[O:17])([CH3:22])([CH3:21])[CH3:20]. The catalyst class is: 20.